Dataset: Catalyst prediction with 721,799 reactions and 888 catalyst types from USPTO. Task: Predict which catalyst facilitates the given reaction. (1) Reactant: [CH3:1][O:2][C:3]([C:5]1[C:6]([OH:29])=[C:7]2[C:12](=[C:13](Br)[N:14]=1)[N:11]([C:16]1[CH:21]=[CH:20][CH:19]=[CH:18][CH:17]=1)[C:10](=[O:22])[C:9]([C:23]1[CH:28]=[CH:27][CH:26]=[CH:25][CH:24]=1)=[CH:8]2)=[O:4].C([Sn](CCCC)(CCCC)[C:35]1[CH:36]=[N:37][CH:38]=[CH:39][CH:40]=1)CCC.CCOC(C)=O.Cl. Product: [CH3:1][O:2][C:3]([C:5]1[C:6]([OH:29])=[C:7]2[C:12](=[C:13]([C:35]3[CH:36]=[N:37][CH:38]=[CH:39][CH:40]=3)[N:14]=1)[N:11]([C:16]1[CH:21]=[CH:20][CH:19]=[CH:18][CH:17]=1)[C:10](=[O:22])[C:9]([C:23]1[CH:28]=[CH:27][CH:26]=[CH:25][CH:24]=1)=[CH:8]2)=[O:4]. The catalyst class is: 510. (2) Reactant: [OH:1][CH2:2][C:3]1([CH2:16][OH:17])[C:15]2[CH:14]=[CH:13][CH:12]=[CH:11][C:10]=2[C:9]2[C:4]1=[CH:5][CH:6]=[CH:7][CH:8]=2.C(N([CH2:23][CH3:24])CC)C.[CH2:25]([Si:27](Cl)([CH2:30][CH3:31])[CH2:28][CH3:29])[CH3:26]. Product: [CH2:25]([Si:27]([CH2:23][CH3:24])([CH2:28][CH3:29])[O:1][CH2:2][C:3]1([CH2:16][O:17][Si:27]([CH2:30][CH3:31])([CH2:28][CH3:29])[CH2:25][CH3:26])[C:15]2[CH:14]=[CH:13][CH:12]=[CH:11][C:10]=2[C:9]2[C:4]1=[CH:5][CH:6]=[CH:7][CH:8]=2)[CH3:26]. The catalyst class is: 4. (3) Reactant: Cl.[CH3:2][O:3][C:4]1[CH:13]=[C:12]2[C:7]([CH:8]=[CH:9][CH:10]=[C:11]2[CH2:14][CH2:15][NH2:16])=[CH:6][CH:5]=1.C(=O)([O-])[O-].[K+].[K+].[C:23](Cl)(=[O:25])[CH3:24]. Product: [CH3:2][O:3][C:4]1[CH:13]=[C:12]2[C:7]([CH:8]=[CH:9][CH:10]=[C:11]2[CH2:14][CH2:15][NH:16][C:23](=[O:25])[CH3:24])=[CH:6][CH:5]=1. The catalyst class is: 229. (4) Product: [F:9][C:10]1[CH:15]=[CH:14][C:13]([CH2:16][C:17]([NH:7][CH:6]=[O:21])([CH3:18])[CH3:19])=[CH:12][C:11]=1[CH3:20]. Reactant: S(=O)(=O)(O)O.[C-:6]#[N:7].[Na+].[F:9][C:10]1[CH:15]=[CH:14][C:13]([CH:16]=[C:17]([CH3:19])[CH3:18])=[CH:12][C:11]=1[CH3:20].[OH-:21].[Na+]. The catalyst class is: 15. (5) Reactant: Br[C:2]1[CH:3]=[C:4]([CH:20]=[CH:21][CH:22]=1)[O:5][CH2:6][CH:7]([OH:19])[CH2:8][N:9]1[CH2:18][CH2:17][C:16]2[C:11](=[CH:12][CH:13]=[CH:14][CH:15]=2)[CH2:10]1.[CH3:23][C:24]1([CH3:40])[C:28]([CH3:30])([CH3:29])[O:27][B:26]([B:26]2[O:27][C:28]([CH3:30])([CH3:29])[C:24]([CH3:40])([CH3:23])[O:25]2)[O:25]1.CC([O-])=O.[K+].O. Product: [CH2:10]1[C:11]2[C:16](=[CH:15][CH:14]=[CH:13][CH:12]=2)[CH2:17][CH2:18][N:9]1[CH2:8][CH:7]([OH:19])[CH2:6][O:5][C:4]1[CH:20]=[CH:21][CH:22]=[C:2]([B:26]2[O:27][C:28]([CH3:30])([CH3:29])[C:24]([CH3:40])([CH3:23])[O:25]2)[CH:3]=1. The catalyst class is: 16.